Dataset: Aqueous solubility values for 9,982 compounds from the AqSolDB database. Task: Regression/Classification. Given a drug SMILES string, predict its absorption, distribution, metabolism, or excretion properties. Task type varies by dataset: regression for continuous measurements (e.g., permeability, clearance, half-life) or binary classification for categorical outcomes (e.g., BBB penetration, CYP inhibition). For this dataset (solubility_aqsoldb), we predict Y. (1) The molecule is Clc1cc(Cl)c2c(Cl)c(Cl)c(Cl)c(Cl)c2c1Cl. The Y is -8.78 log mol/L. (2) The drug is COC(OC)C(C)(C)CC=C(C)C. The Y is -3.34 log mol/L. (3) The drug is c1ccsc1. The Y is -1.45 log mol/L. (4) The compound is CCCCC(=O)OCSc1ncnc2[nH]cnc12. The Y is -3.10 log mol/L. (5) The molecule is CCCCCCCCOC(=O)[C@@H](C)Oc1ccc(Cl)cc1C. The Y is -6.51 log mol/L.